This data is from TCR-epitope binding with 47,182 pairs between 192 epitopes and 23,139 TCRs. The task is: Binary Classification. Given a T-cell receptor sequence (or CDR3 region) and an epitope sequence, predict whether binding occurs between them. (1) The epitope is GTSGSPIVNR. The TCR CDR3 sequence is CASSYKVTGGYTF. Result: 0 (the TCR does not bind to the epitope). (2) The epitope is WICLLQFAY. The TCR CDR3 sequence is CASTAPGGGTEAFF. Result: 1 (the TCR binds to the epitope). (3) The epitope is AYILFTRFFYV. The TCR CDR3 sequence is CASSDLASGTDTQYF. Result: 0 (the TCR does not bind to the epitope). (4) The epitope is RAKFKQLL. The TCR CDR3 sequence is CASSSFLSSGETQYF. Result: 0 (the TCR does not bind to the epitope). (5) The epitope is GTSGSPIVNR. The TCR CDR3 sequence is CAISEWTVNTEAFF. Result: 0 (the TCR does not bind to the epitope). (6) The epitope is YIFFASFYY. The TCR CDR3 sequence is CASSRRTSRGRGRTDTQYF. Result: 1 (the TCR binds to the epitope).